From a dataset of Reaction yield outcomes from USPTO patents with 853,638 reactions. Predict the reaction yield, written as a fraction of the theoretical maximum amount of product (1.0 means a 100% yield; for example, 0.34 means a 34% yield). (1) The reactants are [NH2:1][C:2]1[C:3]([NH:12][C:13](=O)[CH2:14][CH2:15][CH3:16])=[C:4]([CH:9]=[CH:10][CH:11]=1)[C:5]([O:7][CH3:8])=[O:6]. The catalyst is C(O)(=O)C. The product is [CH2:14]([C:13]1[NH:1][C:2]2[CH:11]=[CH:10][CH:9]=[C:4]([C:5]([O:7][CH3:8])=[O:6])[C:3]=2[N:12]=1)[CH2:15][CH3:16]. The yield is 0.870. (2) The reactants are [CH:1]1[C:13]2[CH:12]([CH2:14][O:15][C:16]([NH:18][C@H:19]([C:23]([NH:25][C@H:26]([C:28]([NH:30][C:31]3[C:32]4[CH:70]=[CH:69][CH:68]=[CH:67][C:33]=4[C:34]4[C@H:35]([CH2:65][Cl:66])[CH2:36][N:37]([C:40]([C:42]56[CH2:46][C:44]([C:47]([N:49]7[C:60]8[C:52](=[C:53]9[C:57](=[C:58]([OH:61])[CH:59]=8)[NH:56][CH:55]=[C:54]9[CH3:62])[C@H:51]([CH2:63][Cl:64])[CH2:50]7)=[O:48])([CH2:45]5)[CH2:43]6)=[O:41])[C:38]=4[CH:39]=3)=[O:29])[CH3:27])=[O:24])[CH:20]([CH3:22])[CH3:21])=[O:17])[C:11]3[C:6](=[CH:7][CH:8]=[CH:9][CH:10]=3)[C:5]=2[CH:4]=[CH:3][CH:2]=1.C(Cl)(Cl)(Cl)Cl.CCN(C(C)C)C(C)C.[CH2:85]([O:92][P:93]([O-:102])[O:94][CH2:95][C:96]1[CH:101]=[CH:100][CH:99]=[CH:98][CH:97]=1)[C:86]1[CH:91]=[CH:90][CH:89]=[CH:88][CH:87]=1. The catalyst is C1COCC1.C(C#N)(C)=O.CN(C1C=CN=CC=1)C. The product is [CH:10]1[C:11]2[CH:12]([CH2:14][O:15][C:16]([NH:18][C@H:19]([C:23]([NH:25][C@H:26]([C:28]([NH:30][C:31]3[C:32]4[CH:70]=[CH:69][CH:68]=[CH:67][C:33]=4[C:34]4[C@H:35]([CH2:65][Cl:66])[CH2:36][N:37]([C:40]([C:42]56[CH2:46][C:44]([C:47]([N:49]7[C:60]8[C:52](=[C:53]9[C:57](=[C:58]([O:61][P:93]([O:92][CH2:85][C:86]%10[CH:91]=[CH:90][CH:89]=[CH:88][CH:87]=%10)([O:94][CH2:95][C:96]%10[CH:101]=[CH:100][CH:99]=[CH:98][CH:97]=%10)=[O:102])[CH:59]=8)[NH:56][CH:55]=[C:54]9[CH3:62])[C@H:51]([CH2:63][Cl:64])[CH2:50]7)=[O:48])([CH2:43]5)[CH2:45]6)=[O:41])[C:38]=4[CH:39]=3)=[O:29])[CH3:27])=[O:24])[CH:20]([CH3:22])[CH3:21])=[O:17])[C:13]3[C:5](=[CH:4][CH:3]=[CH:2][CH:1]=3)[C:6]=2[CH:7]=[CH:8][CH:9]=1. The yield is 0.660. (3) The reactants are [F:1][C:2]([F:13])([F:12])[C:3]1[CH:4]=[C:5]([C:9](=O)[CH3:10])[CH:6]=[CH:7][CH:8]=1.[NH2:14][C:15]([NH2:17])=[S:16]. No catalyst specified. The product is [NH2:17][C:15]1[S:16][CH:10]=[C:9]([C:5]2[CH:6]=[CH:7][CH:8]=[C:3]([C:2]([F:13])([F:12])[F:1])[CH:4]=2)[N:14]=1. The yield is 0.941. (4) The reactants are [Li+].[CH3:2][O-:3].[CH3:4][C:5]1[O:9][C:8]([C:10]2[CH:15]=[CH:14][CH:13]=[CH:12][CH:11]=2)=[N:7][C:6]=1[CH2:16][CH2:17][O:18][C:19]1[C:27]2[CH:26]=[CH:25][S:24][C:23]=2[C:22](C=O)=[CH:21][CH:20]=1.CN([CH:33]=[O:34])C. No catalyst specified. The product is [CH3:2][O:3][C:33](=[O:34])/[C:8](/[O:9][CH3:5])=[CH:10]/[C:22]1[C:23]2[S:24][CH:25]=[CH:26][C:27]=2[C:19]([O:18][CH2:17][CH2:16][C:6]2[N:7]=[C:8]([C:10]3[CH:11]=[CH:12][CH:13]=[CH:14][CH:15]=3)[O:9][C:5]=2[CH3:4])=[CH:20][CH:21]=1. The yield is 0.730. (5) The reactants are [Cl:1][C:2]1[CH:7]=[CH:6][CH:5]=[CH:4][C:3]=1[C:8]1[C:12]([C:13]([OH:15])=O)=[C:11]([CH3:16])[O:10][N:9]=1.Cl.C(N=C=NCCCN(C)C)C.[CH3:29][O:30][C:31]1[CH:32]=[C:33]([N:37]2[CH2:42][CH2:41][NH:40][CH2:39][CH2:38]2)[CH:34]=[CH:35][CH:36]=1. The catalyst is ClCCl. The product is [Cl:1][C:2]1[CH:7]=[CH:6][CH:5]=[CH:4][C:3]=1[C:8]1[C:12]([C:13]([N:40]2[CH2:39][CH2:38][N:37]([C:33]3[CH:34]=[CH:35][CH:36]=[C:31]([O:30][CH3:29])[CH:32]=3)[CH2:42][CH2:41]2)=[O:15])=[C:11]([CH3:16])[O:10][N:9]=1. The yield is 0.760. (6) The yield is 0.212. The product is [CH3:1][O:2][CH:3]([C:7]1[CH:12]=[CH:11][C:10]([CH3:13])=[CH:9][CH:8]=1)[CH2:4][CH2:5][N:28]1[CH2:29][CH2:30][CH:25]([C:21]2[CH:20]=[C:19]([NH:18][C:16](=[O:17])[CH:15]([CH3:14])[CH3:31])[CH:24]=[CH:23][CH:22]=2)[CH2:26][CH2:27]1. The catalyst is [I-].C([N+](CCCC)(CCCC)CCCC)CCC.O1CCOCC1.C(Cl)(Cl)Cl. The reactants are [CH3:1][O:2][CH:3]([C:7]1[CH:12]=[CH:11][C:10]([CH3:13])=[CH:9][CH:8]=1)[CH2:4][CH2:5]Cl.[CH3:14][CH:15]([CH3:31])[C:16]([NH:18][C:19]1[CH:24]=[CH:23][CH:22]=[C:21]([CH:25]2[CH2:30][CH2:29][NH:28][CH2:27][CH2:26]2)[CH:20]=1)=[O:17].C(N(C(C)C)CC)(C)C.N. (7) The reactants are [OH:1][C:2]1[C:11]2[C:6](=[CH:7][CH:8]=[CH:9][CH:10]=2)[N:5]=[CH:4][C:3]=1[C:12]([OH:14])=O.CN(C(ON1N=NC2C=CC=NC1=2)=[N+](C)C)C.F[P-](F)(F)(F)(F)F.CCN(C(C)C)C(C)C.[NH2:48][C:49]1[CH:54]=[CH:53][CH:52]=[CH:51][CH:50]=1. The catalyst is CN(C=O)C. The product is [O:1]=[C:2]1[C:11]2[C:6](=[CH:7][CH:8]=[CH:9][CH:10]=2)[NH:5][CH:4]=[C:3]1[C:12]([NH:48][C:49]1[CH:54]=[CH:53][CH:52]=[CH:51][CH:50]=1)=[O:14]. The yield is 0.450.